Dataset: Full USPTO retrosynthesis dataset with 1.9M reactions from patents (1976-2016). Task: Predict the reactants needed to synthesize the given product. (1) Given the product [CH3:2][C:3]1[O:26][C:25](=[O:27])[C:24]2[C:28]([N+:32]([O-:34])=[O:33])=[CH:29][CH:30]=[CH:31][C:23]=2[N:22]=1, predict the reactants needed to synthesize it. The reactants are: N[C:2]1C=CC=C2[C:3]=1C(=O)N(C1CCC(=O)NC1=O)C(C)=N2.[NH2:22][C:23]1[CH:31]=[CH:30][CH:29]=[C:28]([N+:32]([O-:34])=[O:33])[C:24]=1[C:25]([OH:27])=[O:26]. (2) Given the product [CH2:1]([NH:3][CH2:4][C@H:6]1[CH2:11][CH2:10][C@H:9]([C:12]([O:14][CH3:15])=[O:13])[CH2:8][CH2:7]1)[CH3:2], predict the reactants needed to synthesize it. The reactants are: [CH2:1]([NH:3][C:4]([C@H:6]1[CH2:11][CH2:10][C@H:9]([C:12]([O:14][CH3:15])=[O:13])[CH2:8][CH2:7]1)=O)[CH3:2].[BH4-].[Na+].C(O)(=O)C.N#N.